The task is: Binary Classification. Given a T-cell receptor sequence (or CDR3 region) and an epitope sequence, predict whether binding occurs between them.. This data is from TCR-epitope binding with 47,182 pairs between 192 epitopes and 23,139 TCRs. (1) The epitope is YLNTLTLAV. The TCR CDR3 sequence is CASSATGSTDTQYF. Result: 1 (the TCR binds to the epitope). (2) The epitope is KAFSPEVIPMF. The TCR CDR3 sequence is CASSDIWDRVRESEAFF. Result: 0 (the TCR does not bind to the epitope). (3) The epitope is IVTDFSVIK. The TCR CDR3 sequence is CASSDRMNTEAFF. Result: 1 (the TCR binds to the epitope). (4) The epitope is FLASKIGRLV. The TCR CDR3 sequence is CASSPGGYEQYF. Result: 0 (the TCR does not bind to the epitope). (5) The TCR CDR3 sequence is CASSLEGWAPTDTQYF. The epitope is EPLPQGQLTAY. Result: 0 (the TCR does not bind to the epitope). (6) The epitope is KLNVGDYFV. The TCR CDR3 sequence is CASSQGMGTGSGETQYF. Result: 1 (the TCR binds to the epitope). (7) The epitope is TPGPGVRYPL. The TCR CDR3 sequence is CASSQDRDRGYEQYF. Result: 0 (the TCR does not bind to the epitope). (8) The epitope is TPGPGVRYPL. The TCR CDR3 sequence is CATSERGGMETQYF. Result: 1 (the TCR binds to the epitope).